From a dataset of Full USPTO retrosynthesis dataset with 1.9M reactions from patents (1976-2016). Predict the reactants needed to synthesize the given product. Given the product [C:12]([NH:4][C:3]1[CH:5]=[CH:6][C:7]([N+:9]([O-:11])=[O:10])=[CH:8][C:2]=1[O:1][C:30](=[O:31])[CH3:29])(=[O:14])[CH3:13], predict the reactants needed to synthesize it. The reactants are: [OH:1][C:2]1[CH:8]=[C:7]([N+:9]([O-:11])=[O:10])[CH:6]=[CH:5][C:3]=1[NH2:4].[C:12](OC(=O)C)(=[O:14])[CH3:13].CC1C=CN=C(N)C=1C.C1C[O:31][CH2:30][CH2:29]1.